From a dataset of Reaction yield outcomes from USPTO patents with 853,638 reactions. Predict the reaction yield, written as a fraction of the theoretical maximum amount of product (1.0 means a 100% yield; for example, 0.34 means a 34% yield). The reactants are [CH3:1][CH:2]([CH3:6])[CH2:3][CH2:4][NH2:5].[OH-].[Na+].[Br:9][C:10]1[CH:11]=[C:12]([CH:16]=[CH:17][CH:18]=1)[C:13](Cl)=[O:14]. The catalyst is ClCCl. The product is [Br:9][C:10]1[CH:11]=[C:12]([CH:16]=[CH:17][CH:18]=1)[C:13]([NH:5][CH2:4][CH2:3][CH:2]([CH3:6])[CH3:1])=[O:14]. The yield is 1.00.